Task: Predict the product of the given reaction.. Dataset: Forward reaction prediction with 1.9M reactions from USPTO patents (1976-2016) Given the reactants Br[C:2]1[CH:7]=[CH:6][CH:5]=[CH:4][C:3]=1[C:8]([F:11])([F:10])[F:9].CN(CCN(C)C)C.C([Li])(C)(C)C.CON(C)[C:28]([CH:30]1[CH2:33][N:32]([C:34]([O:36][C:37]([CH3:40])([CH3:39])[CH3:38])=[O:35])[CH2:31]1)=[O:29], predict the reaction product. The product is: [F:9][C:8]([F:11])([F:10])[C:3]1[CH:4]=[CH:5][CH:6]=[CH:7][C:2]=1[C:28]([CH:30]1[CH2:33][N:32]([C:34]([O:36][C:37]([CH3:40])([CH3:39])[CH3:38])=[O:35])[CH2:31]1)=[O:29].